Dataset: Catalyst prediction with 721,799 reactions and 888 catalyst types from USPTO. Task: Predict which catalyst facilitates the given reaction. (1) Reactant: [CH3:1][N:2]([CH3:12])[C:3]1[CH:4]=[C:5]([CH:9]=[CH:10][CH:11]=1)[C:6](Cl)=[O:7].[CH3:13][C:14]1[CH:36]=[CH:35][C:34]([NH2:37])=[CH:33][C:15]=1[NH:16][C:17]1[C:26]2[C:21](=[C:22]([O:31][CH3:32])[C:23]([O:29][CH3:30])=[C:24]([O:27][CH3:28])[CH:25]=2)[N:20]=[CH:19][N:18]=1. Product: [CH3:13][C:14]1[CH:36]=[CH:35][C:34]([NH:37][C:6](=[O:7])[C:5]2[CH:9]=[CH:10][CH:11]=[C:3]([N:2]([CH3:12])[CH3:1])[CH:4]=2)=[CH:33][C:15]=1[NH:16][C:17]1[C:26]2[C:21](=[C:22]([O:31][CH3:32])[C:23]([O:29][CH3:30])=[C:24]([O:27][CH3:28])[CH:25]=2)[N:20]=[CH:19][N:18]=1. The catalyst class is: 2. (2) Reactant: [H-].C([Al+]CC(C)C)C(C)C.[CH2:11]([O:13][C:14]1[CH:15]=[C:16]([CH:22]=[C:23]([O:26][CH2:27][CH3:28])[C:24]=1[I:25])[C:17](OCC)=[O:18])[CH3:12].Cl.C(OCC)(=O)C. Product: [CH2:11]([O:13][C:14]1[CH:15]=[C:16]([CH2:17][OH:18])[CH:22]=[C:23]([O:26][CH2:27][CH3:28])[C:24]=1[I:25])[CH3:12]. The catalyst class is: 27. (3) Reactant: [NH2:1][OH:2].Cl.[CH2:4]([C:6]1([S:15]([C:18]2[CH:23]=[CH:22][CH:21]=[C:20]([C:24]([F:27])([F:26])[F:25])[CH:19]=2)(=[O:17])=[O:16])[CH2:11][CH2:10][O:9][CH:8]([C:12]([NH2:14])=O)[CH2:7]1)[CH3:5]. Product: [CH2:4]([C:6]1([S:15]([C:18]2[CH:23]=[CH:22][CH:21]=[C:20]([C:24]([F:26])([F:27])[F:25])[CH:19]=2)(=[O:16])=[O:17])[CH2:11][CH2:10][O:9][CH:8]([C:12](=[NH:14])[NH:1][OH:2])[CH2:7]1)[CH3:5]. The catalyst class is: 14. (4) Reactant: [C:1]1([S:7]([N:10]2[CH2:15][CH2:14][CH:13]([CH2:16][N:17]3[C:25]4[C:20](=[N:21][C:22]([C:26]5[CH:27]=[N:28][N:29](C6CCCCO6)[CH:30]=5)=[CH:23][CH:24]=4)[CH:19]=[CH:18]3)[CH2:12][CH2:11]2)(=[O:9])=[O:8])[CH:6]=[CH:5][CH:4]=[CH:3][CH:2]=1.O.C1(C)C=CC(S(O)(=O)=O)=CC=1. Product: [C:1]1([S:7]([N:10]2[CH2:15][CH2:14][CH:13]([CH2:16][N:17]3[C:25]4[C:20](=[N:21][C:22]([C:26]5[CH:30]=[N:29][NH:28][CH:27]=5)=[CH:23][CH:24]=4)[CH:19]=[CH:18]3)[CH2:12][CH2:11]2)(=[O:8])=[O:9])[CH:6]=[CH:5][CH:4]=[CH:3][CH:2]=1. The catalyst class is: 138. (5) Reactant: [NH2:1][C:2]1[CH:7]=[CH:6][CH:5]=[CH:4][CH:3]=1.[CH3:8][C:9]1[C:13]2[CH:14]=[CH:15][C:16]([O:18][CH3:19])=[CH:17][C:12]=2[O:11][C:10]=1[C:20](O)=[O:21].C1CCC(N=C=NC2CCCCC2)CC1. Product: [CH3:19][O:18][C:16]1[CH:15]=[CH:14][C:13]2[C:9]([CH3:8])=[C:10]([C:20]([NH:1][C:2]3[CH:7]=[CH:6][CH:5]=[CH:4][CH:3]=3)=[O:21])[O:11][C:12]=2[CH:17]=1. The catalyst class is: 154. (6) Reactant: [NH:1]1[C:9]2[C:4](=[CH:5][CH:6]=[CH:7][CH:8]=2)[C:3](=[O:10])[C:2]1=[O:11].I[CH2:13][CH3:14].C(=O)([O-])[O-].[K+].[K+]. Product: [CH2:13]([N:1]1[C:9]2[C:4](=[CH:5][CH:6]=[CH:7][CH:8]=2)[C:3](=[O:10])[C:2]1=[O:11])[CH3:14]. The catalyst class is: 39. (7) Reactant: [O:1]1[C:5]2([CH2:10][CH2:9][CH:8]([C:11]3[N:16]=[CH:15][C:14]([NH2:17])=[CH:13][CH:12]=3)[CH2:7][CH2:6]2)[O:4][CH2:3][CH2:2]1.N1C=CC=CC=1.Cl[C:25]([O:27][CH2:28][C:29]1[CH:34]=[CH:33][CH:32]=[CH:31][CH:30]=1)=[O:26]. Product: [O:1]1[C:5]2([CH2:10][CH2:9][CH:8]([C:11]3[N:16]=[CH:15][C:14]([NH:17][C:25](=[O:26])[O:27][CH2:28][C:29]4[CH:34]=[CH:33][CH:32]=[CH:31][CH:30]=4)=[CH:13][CH:12]=3)[CH2:7][CH2:6]2)[O:4][CH2:3][CH2:2]1. The catalyst class is: 1. (8) Reactant: [C:1]([O:5][C:6]([N:8]1[CH2:13][CH2:12][N:11]([C:14]([C:16]2[C:17]3[C:25](/[CH:26]=[CH:27]/[C:28]4[CH:33]=[CH:32][C:31]([Cl:34])=[CH:30][CH:29]=4)=[N:24][N:23]([CH:35]4[CH2:40][CH2:39][CH2:38][CH2:37][O:36]4)[C:18]=3[N:19]=[C:20](Cl)[CH:21]=2)=[O:15])[CH2:10][CH2:9]1)=[O:7])([CH3:4])([CH3:3])[CH3:2].[OH:41][C:42]1[CH:47]=[CH:46][C:45](B(O)O)=[CH:44][CH:43]=1.C(=O)([O-])[O-].[Cs+].[Cs+]. Product: [C:1]([O:5][C:6]([N:8]1[CH2:13][CH2:12][N:11]([C:14]([C:16]2[C:17]3[C:25](/[CH:26]=[CH:27]/[C:28]4[CH:33]=[CH:32][C:31]([Cl:34])=[CH:30][CH:29]=4)=[N:24][N:23]([CH:35]4[CH2:40][CH2:39][CH2:38][CH2:37][O:36]4)[C:18]=3[N:19]=[C:20]([C:45]3[CH:46]=[CH:47][C:42]([OH:41])=[CH:43][CH:44]=3)[CH:21]=2)=[O:15])[CH2:10][CH2:9]1)=[O:7])([CH3:2])([CH3:4])[CH3:3]. The catalyst class is: 77. (9) Product: [Cl:29][C:26]1[CH:25]=[CH:24][C:23]([C@@:20]2([CH3:22])[C@:19]([C:31]3[CH:32]=[CH:33][C:34]([Cl:37])=[CH:35][CH:36]=3)([CH3:30])[N:18]([C:38]([N:56]3[CH2:55][CH2:54][N:53]([CH2:52][CH2:51][CH2:50][S:47]([CH3:46])(=[O:48])=[O:49])[CH2:58][CH2:57]3)=[O:39])[C:17]([C:8]3[C:7]([O:41][CH2:42][CH3:43])=[CH:6][C:5]([C:1]([CH3:2])([CH3:4])[CH3:3])=[C:10]([S:11]([N:12]([CH3:14])[CH3:13])(=[O:15])=[O:16])[CH:9]=3)=[N:21]2)=[CH:28][CH:27]=1. Reactant: [C:1]([C:5]1[C:10]([S:11](=[O:16])(=[O:15])[N:12]([CH3:14])[CH3:13])=[CH:9][C:8]([C:17]2[N:18]([C:38](Cl)=[O:39])[C:19]([C:31]3[CH:36]=[CH:35][C:34]([Cl:37])=[CH:33][CH:32]=3)([CH3:30])[C:20]([C:23]3[CH:28]=[CH:27][C:26]([Cl:29])=[CH:25][CH:24]=3)([CH3:22])[N:21]=2)=[C:7]([O:41][CH2:42][CH3:43])[CH:6]=1)([CH3:4])([CH3:3])[CH3:2].Cl.Cl.[CH3:46][S:47]([CH2:50][CH2:51][CH2:52][N:53]1[CH2:58][CH2:57][NH:56][CH2:55][CH2:54]1)(=[O:49])=[O:48]. The catalyst class is: 66.